From a dataset of Forward reaction prediction with 1.9M reactions from USPTO patents (1976-2016). Predict the product of the given reaction. (1) Given the reactants Cl.[CH2:2]([O:4][C:5]1[CH:10]=[CH:9][C:8]([C:11]2[S:15][C:14]([S:16]([NH:19][C@H:20]([CH:24]3[CH2:29][CH2:28][NH:27][CH2:26][CH2:25]3)[C:21]([OH:23])=[O:22])(=[O:18])=[O:17])=[CH:13][CH:12]=2)=[CH:7][CH:6]=1)[CH3:3].[CH:30](=O)[CH:31]([CH3:33])[CH3:32].C(O[BH-](OC(=O)C)OC(=O)C)(=O)C.[Na+], predict the reaction product. The product is: [CH3:30][CH:31]([CH3:33])[CH2:32][N:27]1[CH2:26][CH2:25][CH:24]([C@@H:20]([NH:19][S:16]([C:14]2[S:15][C:11]([C:8]3[CH:7]=[CH:6][C:5]([O:4][CH2:2][CH3:3])=[CH:10][CH:9]=3)=[CH:12][CH:13]=2)(=[O:17])=[O:18])[C:21]([OH:23])=[O:22])[CH2:29][CH2:28]1. (2) Given the reactants ClC(Cl)(O[C:5](=[O:11])[O:6][C:7](Cl)(Cl)Cl)Cl.[CH2:13]([N:15]1[C:19]2[N:20]=[C:21]([C:30]3[CH:35]=[CH:34][C:33]([NH2:36])=[CH:32][CH:31]=3)[N:22]=[C:23]([N:24]3[CH2:29][CH2:28][O:27][CH2:26][CH2:25]3)[C:18]=2[N:17]=[N:16]1)[CH3:14].[NH2:37][C:38]1[CH:46]=[CH:45][C:41]([CH2:42]CO)=[CH:40][CH:39]=1.CCN(CC)CC, predict the reaction product. The product is: [CH2:13]([N:15]1[C:19]2[N:20]=[C:21]([C:30]3[CH:35]=[CH:34][C:33]([NH:36][C:5](=[O:11])[O:6][CH2:7][CH2:42][C:41]4[CH:45]=[CH:46][C:38]([NH2:37])=[CH:39][CH:40]=4)=[CH:32][CH:31]=3)[N:22]=[C:23]([N:24]3[CH2:25][CH2:26][O:27][CH2:28][CH2:29]3)[C:18]=2[N:17]=[N:16]1)[CH3:14]. (3) Given the reactants [CH2:1]([O:3][C:4]([NH:6][C:7]([C:10]1[CH:19]=[CH:18][C:13]([C:14]([O:16]C)=O)=[CH:12][CH:11]=1)([CH3:9])[CH3:8])=[O:5])[CH3:2].[CH:20]1([C:23]2[CH:24]=[C:25]([CH3:35])[C:26]([N:29]3[CH2:34][CH2:33][NH:32][CH2:31][CH2:30]3)=[N:27][CH:28]=2)CC1, predict the reaction product. The product is: [CH2:1]([O:3][C:4](=[O:5])[NH:6][C:7]([C:10]1[CH:11]=[CH:12][C:13]([C:14]([N:32]2[CH2:33][CH2:34][N:29]([C:26]3[C:25]([CH3:35])=[CH:24][C:23]([CH3:20])=[CH:28][N:27]=3)[CH2:30][CH2:31]2)=[O:16])=[CH:18][CH:19]=1)([CH3:8])[CH3:9])[CH3:2]. (4) Given the reactants [OH:1][C:2]1[CH:3]=[C:4]([NH:11][C:12](=[O:18])[O:13][C:14]([CH3:17])([CH3:16])[CH3:15])[C:5]2[N:6]([N:8]=[CH:9][CH:10]=2)[CH:7]=1.C1C=CC(N([S:26]([C:29]([F:32])([F:31])[F:30])(=[O:28])=[O:27])[S:26]([C:29]([F:32])([F:31])[F:30])(=[O:28])=[O:27])=CC=1.C(N(CC)CC)C, predict the reaction product. The product is: [F:30][C:29]([F:32])([F:31])[S:26]([O:1][C:2]1[CH:3]=[C:4]([NH:11][C:12]([O:13][C:14]([CH3:15])([CH3:17])[CH3:16])=[O:18])[C:5]2[N:6]([N:8]=[CH:9][CH:10]=2)[CH:7]=1)(=[O:28])=[O:27].